This data is from Forward reaction prediction with 1.9M reactions from USPTO patents (1976-2016). The task is: Predict the product of the given reaction. (1) The product is: [NH2:7][C@@H:8]1[CH2:12][CH2:11][N:10]([CH2:13][C@H:14]2[CH2:15][N:16]([C:21]3[CH:30]=[CH:29][C:28]([C:31]#[N:32])=[C:27]4[C:22]=3[CH:23]=[CH:24][CH:25]=[N:26]4)[CH2:17][C@@H:18]([CH3:20])[O:19]2)[CH2:9]1. Given the reactants C(OC(=O)[NH:7][C@@H:8]1[CH2:12][CH2:11][N:10]([CH2:13][C@@H:14]2[O:19][C@H:18]([CH3:20])[CH2:17][N:16]([C:21]3[CH:30]=[CH:29][C:28]([C:31]#[N:32])=[C:27]4[C:22]=3[CH:23]=[CH:24][CH:25]=[N:26]4)[CH2:15]2)[CH2:9]1)(C)(C)C.C(O)(C(F)(F)F)=O, predict the reaction product. (2) Given the reactants [Cl:1][C:2]1[CH:12]=[CH:11][C:5](/[CH:6]=[CH:7]/[C:8]([OH:10])=O)=[CH:4][C:3]=1[N+:13]([O-:15])=[O:14].[C:16]([N:19]1[CH2:24][CH2:23][NH:22][CH2:21][CH2:20]1)(=[O:18])[CH3:17].CCN=C=NCCCN(C)C, predict the reaction product. The product is: [Cl:1][C:2]1[CH:12]=[CH:11][C:5](/[CH:6]=[CH:7]/[C:8]([N:22]2[CH2:23][CH2:24][N:19]([C:16](=[O:18])[CH3:17])[CH2:20][CH2:21]2)=[O:10])=[CH:4][C:3]=1[N+:13]([O-:15])=[O:14]. (3) Given the reactants [CH3:1][C:2]1[CH:3]([C:10]2[CH:15]=[CH:14][CH:13]=[CH:12][C:11]=2[CH:16]=[N:17][C:18]2[C:23]([CH:24]([CH3:26])[CH3:25])=[CH:22][CH:21]=[CH:20][C:19]=2[CH:27]([CH3:29])[CH3:28])[C:4]([CH3:9])=[C:5]([CH3:8])[C:6]=1[CH3:7].[BH4-].[Na+].O.C1(C)C=CC=CC=1, predict the reaction product. The product is: [CH3:9][C:4]1[CH:3]([C:10]2[CH:15]=[CH:14][CH:13]=[CH:12][C:11]=2[CH2:16][NH:17][C:18]2[C:23]([CH:24]([CH3:25])[CH3:26])=[CH:22][CH:21]=[CH:20][C:19]=2[CH:27]([CH3:29])[CH3:28])[C:2]([CH3:1])=[C:6]([CH3:7])[C:5]=1[CH3:8].